Dataset: Full USPTO retrosynthesis dataset with 1.9M reactions from patents (1976-2016). Task: Predict the reactants needed to synthesize the given product. (1) Given the product [F:23][C:20]1[CH:21]=[CH:22][C:17]([CH2:16][CH2:15][N:13]2[CH2:14][C:11]3([CH2:10][C:9](=[O:28])[C:8]4[C:25](=[CH:26][CH:27]=[C:6](/[CH:5]=[CH:4]/[C:3]([OH:29])=[O:2])[CH:7]=4)[O:24]3)[CH2:12]2)=[CH:18][CH:19]=1, predict the reactants needed to synthesize it. The reactants are: C[O:2][C:3](=[O:29])/[CH:4]=[CH:5]/[C:6]1[CH:7]=[C:8]2[C:25](=[CH:26][CH:27]=1)[O:24][C:11]1([CH2:14][N:13]([CH2:15][CH2:16][C:17]3[CH:22]=[CH:21][C:20]([F:23])=[CH:19][CH:18]=3)[CH2:12]1)[CH2:10][C:9]2=[O:28].Cl. (2) Given the product [CH3:4][O:5][C:6]1[CH:7]=[CH:8][C:9]([C:19]([F:22])([F:21])[F:20])=[C:10]([C:12]2[CH:17]=[CH:16][N:15]=[C:14]([C:1]#[N:3])[CH:13]=2)[CH:11]=1, predict the reactants needed to synthesize it. The reactants are: [C:1](#[N:3])C.[CH3:4][O:5][C:6]1[CH:7]=[CH:8][C:9]([C:19]([F:22])([F:21])[F:20])=[C:10]([C:12]2[CH:17]=[CH:16][N+:15]([O-])=[CH:14][CH:13]=2)[CH:11]=1.C[Si](C#N)(C)C. (3) Given the product [CH2:1]([NH:8][C:9](=[O:18])[C:10]1[CH:15]=[CH:14][CH:13]=[CH:12][C:11]=1[OH:17])[C:2]1[CH:3]=[CH:4][CH:5]=[CH:6][CH:7]=1, predict the reactants needed to synthesize it. The reactants are: [CH2:1]([NH:8][C:9](=[O:18])[C:10]1[CH:15]=[CH:14][CH:13]=[C:12](O)[C:11]=1[OH:17])[C:2]1[CH:7]=[CH:6][CH:5]=[CH:4][CH:3]=1.COC1C=CC=CC=1C(O)=O. (4) The reactants are: [CH:1]1([C:4]2[N:5]=[CH:6][C:7]([C:15]([OH:17])=O)=[N:8][C:9]=2[O:10][CH2:11][CH:12]2[CH2:14][CH2:13]2)[CH2:3][CH2:2]1.[CH3:18][C:19]1([O:24][C:25](=[O:27])[CH3:26])[CH2:23][CH2:22][NH:21][CH2:20]1. Given the product [CH:1]1([C:4]2[N:5]=[CH:6][C:7]([C:15]([N:21]3[CH2:22][CH2:23][C:19]([O:24][C:25](=[O:27])[CH3:26])([CH3:18])[CH2:20]3)=[O:17])=[N:8][C:9]=2[O:10][CH2:11][CH:12]2[CH2:13][CH2:14]2)[CH2:2][CH2:3]1, predict the reactants needed to synthesize it. (5) Given the product [CH3:1][CH:2]1[CH:10]2[CH2:11][CH2:12][C:13]3[CH:14]=[N:15][C:16]([C:19]4[CH:20]=[CH:21][CH:22]=[CH:23][CH:24]=4)=[N:17][C:18]=3[C:9]2([C:25]2[CH:30]=[CH:29][CH:28]=[CH:27][CH:26]=2)[CH2:8][CH:4]([C:5]#[N:6])[C:3]1=[O:7], predict the reactants needed to synthesize it. The reactants are: [CH3:1][CH:2]1[CH:10]2[CH2:11][CH2:12][C:13]3[CH:14]=[N:15][C:16]([C:19]4[CH:24]=[CH:23][CH:22]=[CH:21][CH:20]=4)=[N:17][C:18]=3[C:9]2([C:25]2[CH:30]=[CH:29][CH:28]=[CH:27][CH:26]=2)[CH2:8][C:4]2[CH:5]=[N:6][O:7][C:3]1=2.C[O-].[Na+]. (6) Given the product [F:16][C:14]1[CH:15]=[C:3]([C:1]#[C:2][C:18]2[CH:19]=[C:20]([CH:23]=[CH:24][CH:25]=2)[C:21]#[N:22])[CH:4]=[C:5]([O:6][C:7]2[CH:8]=[N:9][CH:10]=[CH:11][CH:12]=2)[CH:13]=1, predict the reactants needed to synthesize it. The reactants are: [C:1]([C:3]1[CH:4]=[C:5]([CH:13]=[C:14]([F:16])[CH:15]=1)[O:6][C:7]1[CH:8]=[N:9][CH:10]=[CH:11][CH:12]=1)#[CH:2].I[C:18]1[CH:19]=[C:20]([CH:23]=[CH:24][CH:25]=1)[C:21]#[N:22].C(N(CC)CC)C. (7) The reactants are: [Br:1][C:2]1[CH:7]=[CH:6][C:5]([C:8]#[CH:9])=[C:4]([F:10])[CH:3]=1.[Li+].CC([N-]C(C)C)C.C1CCCCC1.Cl[C:26]([O:28][CH2:29][CH3:30])=[O:27]. Given the product [CH2:29]([O:28][C:26](=[O:27])[C:9]#[C:8][C:5]1[CH:6]=[CH:7][C:2]([Br:1])=[CH:3][C:4]=1[F:10])[CH3:30], predict the reactants needed to synthesize it.